From a dataset of Experimentally validated miRNA-target interactions with 360,000+ pairs, plus equal number of negative samples. Binary Classification. Given a miRNA mature sequence and a target amino acid sequence, predict their likelihood of interaction. (1) Result: 0 (no interaction). The protein sequence of the target gene is MALGARGWRRRSLLLLLLWVTGQAAPVLGLAVSSELQIQQSFVPDECPRTVHSGDFVRYHYVGTFLDGQKFDSSYDRDSTFNVFVGKGQLIAGMDQALVGMCVNERRLVTIPPNLAYGSEGVSGVIPPNSVLHFDVLLVDIWNSEDQVHIQTYFKPPSCPRTIQVSDFVRYHYNGTFLDGTLFDSSHNRMKTYDTYVGIGWLIPGMDKGLLGMCVGEKRIITVPPFLAYGEEGDGKDIPGQASLVFDVALLDLHNPKDTISIENKVVPENCERRSQSGDFLRYHYNGTLLDGTLFDSSYS.... The miRNA is hsa-miR-5088-3p with sequence UCCCUUCUUCCUGGGCCCUCA. (2) The miRNA is hsa-miR-3972 with sequence CUGCCAGCCCCGUUCCAGGGCA. The protein sequence of the target gene is MVKETTYYDVLGVKPNATQEELKKAYRKLALKYHPDKNPNEGEKFKQISQAYEVLSDAKKRELYDKGGEQAIKEGGAGGGFGSPMDIFDMFFGGGGRMQRERRGKNVVHQLSVTLEDLYNGATRKLALQKNVICDKCEGRGGKKGAVECCPNCRGTGMQIRIHQIGPGMVQQIQSVCMECQGHGERISPKDRCKSCNGRKIVREKKILEVHIDKGMKDGQKITFHGEGDQEPGLEPGDIIIVLDQKDHAVFTRRGEDLFMCMDIQLVEALCGFQKPISTLDNRTIVITSHPGQIVKHGDI.... Result: 1 (interaction).